Dataset: Forward reaction prediction with 1.9M reactions from USPTO patents (1976-2016). Task: Predict the product of the given reaction. (1) Given the reactants BrCC(/[C:5](/[C:14]1[CH:19]=[CH:18][C:17]([C:20]([F:23])([F:22])[F:21])=[CH:16][CH:15]=1)=[CH:6]\[CH:7]=[CH:8]\[C:9]([O:11][CH2:12][CH3:13])=[O:10])=O.[N:24]1([C:30](=[S:32])[NH2:31])[CH2:29][CH2:28][CH2:27][CH2:26][CH2:25]1.C(=O)([O-])O.[Na+], predict the reaction product. The product is: [N:24]1([C:30]2[S:32][CH:6]=[C:5]([C:14]3[CH:15]=[CH:16][CH:17]=[C:18](/[C:8](=[CH:7]\[CH:6]=[CH:5]/[C:14]4[CH:15]=[CH:16][C:17]([C:20]([F:21])([F:22])[F:23])=[CH:18][CH:19]=4)/[C:9]([O:11][CH2:12][CH3:13])=[O:10])[CH:19]=3)[N:31]=2)[CH2:29][CH2:28][CH2:27][CH2:26][CH2:25]1. (2) The product is: [F:34][C:35]([F:54])([F:53])[S:36]([O:1][C:2]1[N:7]=[C:6]([CH2:8][CH2:9][C:10]([F:13])([F:11])[F:12])[N:5]([C:14]2[CH:15]=[CH:16][C:17]([O:20][CH2:21][C:22]([F:25])([F:23])[F:24])=[CH:18][CH:19]=2)[C:4](=[O:26])[CH:3]=1)(=[O:38])=[O:37]. Given the reactants [OH:1][C:2]1[N:7]=[C:6]([CH2:8][CH2:9][C:10]([F:13])([F:12])[F:11])[N:5]([C:14]2[CH:19]=[CH:18][C:17]([O:20][CH2:21][C:22]([F:25])([F:24])[F:23])=[CH:16][CH:15]=2)[C:4](=[O:26])[CH:3]=1.C(N(CC)CC)C.[F:34][C:35]([F:54])([F:53])[S:36](N(C1C=CC=CC=1)[S:36]([C:35]([F:54])([F:53])[F:34])(=[O:38])=[O:37])(=[O:38])=[O:37], predict the reaction product. (3) Given the reactants [Cl:1][C:2]1[CH:7]=[CH:6][N:5]=[C:4]2[C:8]([C:11]([NH:13][C@H:14]3[CH2:19][CH2:18][CH2:17][CH2:16][C@@H:15]3[OH:20])=[O:12])=[CH:9][NH:10][C:3]=12.Cl.Cl[CH2:23][C:24]1[CH:29]=[C:28]([CH3:30])[CH:27]=[CH:26][N:25]=1.C(=O)([O-])[O-].[Cs+].[Cs+], predict the reaction product. The product is: [Cl:1][C:2]1[CH:7]=[CH:6][N:5]=[C:4]2[C:8]([C:11]([NH:13][C@H:14]3[CH2:19][CH2:18][CH2:17][CH2:16][C@@H:15]3[OH:20])=[O:12])=[CH:9][N:10]([CH2:23][C:24]3[CH:29]=[C:28]([CH3:30])[CH:27]=[CH:26][N:25]=3)[C:3]=12. (4) The product is: [C@H:57]1([NH:52][C:38]([C:41]2[CH:48]=[CH:47][C:44]([C:4]3[C:5]4[C:13](=[O:15])[N:9]5[C@H:8]([C:6]=4[N:21]=[C:22]([CH2:29][CH2:30][C:31]4[CH:32]=[CH:33][C:34]([F:37])=[CH:35][CH:36]=4)[C:23]=3[C:24]([O:26][CH2:27][CH3:28])=[O:25])[CH2:12][CH2:11][CH2:10]5)=[C:43]([N+:49]([O-:51])=[O:50])[CH:42]=2)=[O:40])[C:56]2[C:55](=[CH:101][CH:93]=[CH:94][CH:95]=2)[CH2:54][CH2:53]1. Given the reactants C(O[C:4](=O)[CH2:5][C:6]([C@@H:8]1[CH2:12][CH2:11][CH2:10][N:9]1[C:13]([O:15]C(C)(C)C)=O)=O)C.[NH2:21]/[C:22](/[CH2:29][CH2:30][C:31]1[CH:36]=[CH:35][C:34]([F:37])=[CH:33][CH:32]=1)=[CH:23]\[C:24]([O:26][CH2:27][CH3:28])=[O:25].[C:38]([C:41]1[CH:48]=[CH:47][C:44](C=O)=[C:43]([N+:49]([O-:51])=[O:50])[CH:42]=1)([OH:40])=O.[NH:52]1[CH2:57][CH2:56][CH2:55][CH2:54][CH2:53]1.O=[N+]([O-])[O-].[O-][N+](=O)[O-].[O-][N+](=O)[O-].[O-][N+](=O)[O-].[O-][N+](=O)[O-].[O-][N+](=O)[O-].[Ce+4].[NH4+].[NH4+].CCN(CC)CC.N[C@H:93]1[C:101]2C(=CC=CC=2)[CH2:95][CH2:94]1.CCN=C=NCCCN(C)C.C1C=CC2N(O)N=NC=2C=1.C([O-])(O)=O.[Na+], predict the reaction product. (5) Given the reactants [CH3:1][N:2]1[CH:15]([CH3:16])[CH2:14][C:5]2[NH:6][C:7]3[CH:8]=[CH:9][C:10]([CH3:13])=[CH:11][C:12]=3[C:4]=2[CH2:3]1.[H-].[Na+].[CH3:19][C:20]1([C:23]2[CH:28]=[CH:27][N:26]=[CH:25][CH:24]=2)[CH2:22][O:21]1, predict the reaction product. The product is: [N:26]1[CH:27]=[CH:28][C:23]([C:20]([OH:21])([CH3:22])[CH2:19][N:6]2[C:7]3[CH:8]=[CH:9][C:10]([CH3:13])=[CH:11][C:12]=3[C:4]3[CH2:3][N:2]([CH3:1])[CH:15]([CH3:16])[CH2:14][C:5]2=3)=[CH:24][CH:25]=1. (6) Given the reactants [F:1][C:2]1[C:3]([CH2:14][N:15]([CH3:23])[C:16](=[O:22])[O:17][C:18]([CH3:21])([CH3:20])[CH3:19])=[CH:4][NH:5][C:6]=1[C:7]1[C:8]([F:13])=[N:9][CH:10]=[CH:11][CH:12]=1.[H-].[Na+].C1OCCOCCOCCOCCOC1.[CH:41]1([S:47](Cl)(=[O:49])=[O:48])[CH2:46][CH2:45][CH2:44][CH2:43][CH2:42]1, predict the reaction product. The product is: [CH:41]1([S:47]([N:5]2[C:6]([C:7]3[C:8]([F:13])=[N:9][CH:10]=[CH:11][CH:12]=3)=[C:2]([F:1])[C:3]([CH2:14][N:15]([CH3:23])[C:16](=[O:22])[O:17][C:18]([CH3:19])([CH3:20])[CH3:21])=[CH:4]2)(=[O:49])=[O:48])[CH2:46][CH2:45][CH2:44][CH2:43][CH2:42]1.